This data is from Full USPTO retrosynthesis dataset with 1.9M reactions from patents (1976-2016). The task is: Predict the reactants needed to synthesize the given product. (1) Given the product [CH2:1]([N:3]1[C:14](=[O:15])[C:12]2[N:13]3[C:8](=[C:9]([I:28])[C:10](=[O:18])[C:11]=2[O:16][CH3:17])[CH2:7][CH2:6][C@H:5]3[C@@H:4]1[O:19][CH3:20])[CH3:2], predict the reactants needed to synthesize it. The reactants are: [CH2:1]([N:3]1[C:14](=[O:15])[C:12]2[N:13]3[C:8](=[CH:9][C:10](=[O:18])[C:11]=2[O:16][CH3:17])[CH2:7][CH2:6][C@H:5]3[C@@H:4]1[O:19][CH3:20])[CH3:2].C1C(=O)N([I:28])C(=O)C1. (2) Given the product [Br:25][C:14]1[CH:13]=[C:12]2[C:17](=[CH:16][CH:15]=1)[N:8]([CH:5]1[CH2:4][CH2:3][N:2]([CH3:1])[CH2:7][CH2:6]1)[CH2:9][CH2:10][CH2:11]2, predict the reactants needed to synthesize it. The reactants are: [CH3:1][N:2]1[CH2:7][CH2:6][CH:5]([N:8]2[C:17]3[C:12](=[CH:13][CH:14]=[CH:15][CH:16]=3)[CH2:11][CH2:10][CH2:9]2)[CH2:4][CH2:3]1.C1C(=O)N([Br:25])C(=O)C1.O.